From a dataset of Forward reaction prediction with 1.9M reactions from USPTO patents (1976-2016). Predict the product of the given reaction. (1) The product is: [CH3:3][C:2]([C:6]1[CH:11]=[CH:10][C:9]([S:12]([NH:15][C:16]2[C:21]([O:22][C:23]3[CH:28]=[CH:27][CH:26]=[CH:25][C:24]=3[O:29][CH3:30])=[C:20]([O:43][CH2:42][CH2:41][OH:44])[N:19]=[C:18]([C:32]3[N:37]=[CH:36][CH:35]=[CH:34][N:33]=3)[N:17]=2)(=[O:14])=[O:13])=[CH:8][CH:7]=1)([CH3:5])[CH3:4]. Given the reactants [K].[C:2]([C:6]1[CH:11]=[CH:10][C:9]([S:12]([NH:15][C:16]2[C:21]([O:22][C:23]3[CH:28]=[CH:27][CH:26]=[CH:25][C:24]=3[O:29][CH3:30])=[C:20](Cl)[N:19]=[C:18]([C:32]3[N:37]=[CH:36][CH:35]=[CH:34][N:33]=3)[N:17]=2)(=[O:14])=[O:13])=[CH:8][CH:7]=1)([CH3:5])([CH3:4])[CH3:3].[OH-].[Ba+2].[OH-].[CH2:41]([OH:44])[CH2:42][OH:43].C1(C)C=CC=CC=1, predict the reaction product. (2) Given the reactants [Br:1][C:2]1[CH:3]=[C:4]([C:14]([N:16]2[CH2:21]C[NH:19][C:18](=[O:22])[CH2:17]2)=[O:15])[O:5][C:6]=1[C:7]1[CH:12]=[CH:11][CH:10]=[C:9]([Cl:13])[CH:8]=1.BrC1C=C(C(O)=O)OC=1C1C=CC=C(Cl)C=1.C1CN([P+](ON2N=NC3C=CC=CC2=3)(N2CCCC2)N2CCCC2)CC1.F[P-](F)(F)(F)(F)F.C(N(CC)C(C)C)(C)C, predict the reaction product. The product is: [Br:1][C:2]1[CH:3]=[C:4]([C:14]([N:16]2[CH2:17][C:18](=[O:22])[NH:19][CH2:21]2)=[O:15])[O:5][C:6]=1[C:7]1[CH:12]=[CH:11][CH:10]=[C:9]([Cl:13])[CH:8]=1. (3) Given the reactants [Br:1][C:2]1[C:7]([OH:8])=[C:6]([C:9]([O:11][CH3:12])=[O:10])[CH:5]=[C:4]([CH:13]2[CH2:15][CH2:14]2)[C:3]=1[C:16]1[CH:21]=[CH:20][C:19]([F:22])=[CH:18][CH:17]=1.I[CH2:24][CH3:25], predict the reaction product. The product is: [Br:1][C:2]1[C:7]([O:8][CH2:24][CH3:25])=[C:6]([C:9]([O:11][CH3:12])=[O:10])[CH:5]=[C:4]([CH:13]2[CH2:14][CH2:15]2)[C:3]=1[C:16]1[CH:17]=[CH:18][C:19]([F:22])=[CH:20][CH:21]=1. (4) Given the reactants F[C@H]1[C@@H](O[C:9]2[CH:16]=[CH:15][C:14]([B:17]3[O:21][C:20]([CH3:23])([CH3:22])[C:19]([CH3:25])([CH3:24])[O:18]3)=[CH:13][C:10]=2[C:11]#[N:12])CCNC1.CN(C(ON1N=NC2C=CC=NC1=2)=[N+](C)C)C.F[P-](F)(F)(F)(F)F.O[C@@H](C)C(O)=O.C(N(CC)C(C)C)(C)C, predict the reaction product. The product is: [CH3:22][C:20]1([CH3:23])[C:19]([CH3:24])([CH3:25])[O:18][B:17]([C:14]2[CH:15]=[CH:16][CH:9]=[C:10]([CH:13]=2)[C:11]#[N:12])[O:21]1.